Task: Binary Classification. Given a miRNA mature sequence and a target amino acid sequence, predict their likelihood of interaction.. Dataset: Experimentally validated miRNA-target interactions with 360,000+ pairs, plus equal number of negative samples (1) The miRNA is hsa-miR-569 with sequence AGUUAAUGAAUCCUGGAAAGU. The protein sequence of the target gene is MFNLMKKDKDKDGGRKEKKEKKEKKERMSAAELRSLEEMSMRRGFFNLNRSSKRESKTRLEISNPIPIKVASGSDLHLTDIDSDSNRGSIILDSGHLSTASSSDDLKGEEGSFRGSVLQRAAKFGSLAKQNSQMIVKRFSFSQRSRDESASETSTPSEHSAAPSPQVEVRTLEGQLMQHPGLGIPRPGPRSRVPELVTKRFPADLRLPALVPPPPPALRELELQRRPTGDFGFSLRRTTMLDRAPEGQAYRRVVHFAEPGAGTKDLALGLVPGDRLVEINGQNVENKSRDEIVEMIRQSG.... Result: 0 (no interaction). (2) The miRNA is hsa-miR-874-3p with sequence CUGCCCUGGCCCGAGGGACCGA. The protein sequence of the target gene is MQDTGSVVPLHWFGFGYAALVASGGIIGYVKAGSVPSLAAGLLFGSLAGLGAYQLSQDPRNVWVFLATSGTLAGIMGMRFYHSGKFMPAGLIAGASLLMVAKVGVSMFNRPH. Result: 0 (no interaction). (3) The miRNA is hsa-miR-146b-5p with sequence UGAGAACUGAAUUCCAUAGGCUG. The protein sequence of the target gene is MTYAYLFKYIIIGDTGVGKSCLLLQFTDKRFQPVHDLTIGVEFGARMVNIDGKQIKLQIWDTAGQESFRSITRSYYRGAAGALLVYDITRRETFNHLTSWLEDARQHSSSNMVIMLIGNKSDLESRRDVKREEGEAFAREHGLIFMETSAKTACNVEEAFINTAKEIYRKIQQGLFDVHNEANGIKIGPQQSISTSVGPSASQRNSRDIGSNSGCC. Result: 1 (interaction). (4) The miRNA is mmu-miR-324-5p with sequence CGCAUCCCCUAGGGCAUUGGUGU. The protein sequence of the target gene is MNLDGSAQDPEKREYSSVCVGREDDIKKSERMTAVVHDREVVIFYHKGEYHAMDIRCYHSGGPLHLGDIEDFDGRPCIVCPWHKYKITLATGEGLYQSINPKDPSAKPKWCSKGIKQRIHTVTVDNGNIYVTLSNEPFKCDSDFYATGDFKVIKSSS. Result: 0 (no interaction). (5) The protein sequence of the target gene is MTTLVLDNGAYNAKIGYSHENVSVIPNCQFRSKTARLKTFTANQIDEIKDPSGLFYILPFQKGYLVNWDVQRQVWDYLFGKEMYQVDFLDTNIIITEPYFNFTSIQESMNEILFEEYQFQAVLRVNAGALSAHRYFRDNPSELCCIIVDSGYSFTHIVPYCRSKKKKEAIIRINVGGKLLTNHLKEIISYRQLHVMDETHVINQVKEDVCYVSQDFYRDMDIAKLKGEENTVMIDYVLPDFSTIKKGFCKPREEMVLSGKYKSGEQILRLANERFAVPEILFNPSDIGIQEMGIPEAIVY.... The miRNA is hsa-miR-4258 with sequence CCCCGCCACCGCCUUGG. Result: 0 (no interaction). (6) The miRNA is hsa-miR-16-5p with sequence UAGCAGCACGUAAAUAUUGGCG. The protein sequence of the target gene is MAFTNYSSLNRAQLTFEYLHTNSTTHEFLFGALAELVDNARDADATRIDIYAERREDLRGGFMLCFLDDGAGMDPSDAASVIQFGKSAKRTPESTQIGQYGNGLKSGSMRIGKDFILFTKKEDTMTCLFLSRTFHEEEGIDEVIVPLPTWNARTREPITDNVEKFAIETELVYKYSPFHTEEQVMNQFMKIPGNSGTLVIIFNLKLMDNGEPELDIISNPKDIQMAETSPEGTKPERRSFRAYAAVLYIDPRMRIFIHGHKVQTKRLSCCLYKPRMYKYTSSRFKTRAEQEVKKAEHVAR.... Result: 0 (no interaction). (7) The miRNA is mmu-miR-3070-3p with sequence UGGUGCUACCGUCAGGGGUAGA. The protein sequence of the target gene is MERKINRREKEKEYEGKHNSLEDTDQGKNCKSTLMTLNVGGYLYITQKQTLTKYPDTFLEGIVNGKILCPFDADGHYFIDRDGLLFRHVLNFLRNGELLLPEGFRENQLLAQEAEFFQLKGLAEEVKSRWEKEQLTPRETTFLEITDNHDRSQGLRIFCNAPDFISKIKSRIVLVSKSRLDGFPEEFSISSNIIQFKYFIKSENGTRLVLKEDNTFVCTLETLKFEAIMMALKCGFRLLTSLDCSKGSIVHSDALHFIK. Result: 0 (no interaction). (8) The miRNA is mmu-miR-877-3p with sequence UGUCCUCUUCUCCCUCCUCCCA. The protein sequence of the target gene is MSQDTEVDMKDVELNELEPEKQPMNAADGAAAGEKNGLVKIKVAEDETEAGVKFTGLSKEELLKVAGSPGWVRTRWALLLLFWLGWLGMLAGAVVIIVRAPRCRELPVQRWWHKGALYRIGDLQAFVGRDAGGIAGLKSHLEYLSTLKVKGLVLGPIHKNQKDEINETDLKQINPTLGSQEDFKDLLQSAKKKSIHIILDLTPNYQGQNAWFLPAQADIVATKMKEALSSWLQDGVDGFQFRDVGKLMNAPLYLAEWQNITKNLSEDRLLIAGTESSDLQQIVNILESTSDLLLTSSYLS.... Result: 0 (no interaction). (9) The miRNA is mmu-miR-6973a-3p with sequence CACUCUAACCCUACCUACCCAU. The protein sequence of the target gene is MSELNTKTPPAANQASDPEEKGKPGSIKKAEEEEEIDIDLTAPETEKAALAIQGKFRRFQKRKKDSSS. Result: 0 (no interaction). (10) The miRNA is hsa-miR-6799-5p with sequence GGGGAGGUGUGCAGGGCUGG. The protein sequence of the target gene is MEPAPDAQEARTVREALGRYEAALEGAVRALHEDMRGLQRGVERRVAEAMRLAGPLARTVADLQRDNQRLQAQLERLTRQVEALGLASGMSPVPGTPGTPSPPPAPGVPDRAPRLGSARFASHATFSLSGRGQSLDHDEASESEMRKTSNSCIMENGHQPGAGPGDGPPEIAQNFSAPDPPRPRPVSLSLRLPHQPVTAITRVSDRFSGETSAAALSPMSAATLGGLNPSPSEVITPWTPSPSEKNSSFTWSVPSSGYGAVTASKHSNSPPLVTPPQSPVSPQPPAITQVHRQGERRREL.... Result: 1 (interaction).